Dataset: Catalyst prediction with 721,799 reactions and 888 catalyst types from USPTO. Task: Predict which catalyst facilitates the given reaction. (1) Reactant: [CH2:1]([O:3][C:4]([C:6]1[C:7](=[O:20])[N:8]([C:13]2[CH:18]=[CH:17][C:16]([F:19])=[CH:15][CH:14]=2)[C:9](=[O:12])[NH:10][CH:11]=1)=[O:5])[CH3:2].C(=O)([O-])[O-].[K+].[K+].[CH:27](I)([CH3:29])[CH3:28]. Product: [CH2:1]([O:3][C:4]([C:6]1[C:7](=[O:20])[N:8]([C:13]2[CH:18]=[CH:17][C:16]([F:19])=[CH:15][CH:14]=2)[C:9](=[O:12])[N:10]([CH:27]([CH3:29])[CH3:28])[CH:11]=1)=[O:5])[CH3:2]. The catalyst class is: 9. (2) Reactant: Br[C:2]1[CH:3]=[C:4]([C:9]([NH:12][C:13]([N:15]2[CH:21]3[CH2:22][CH2:23][N:18]([CH2:19][CH2:20]3)[CH2:17][CH2:16]2)=[O:14])([CH3:11])[CH3:10])[CH:5]=[CH:6][C:7]=1[F:8].[F:24][C:25]1[CH:30]=[CH:29][C:28](B(O)O)=[CH:27][CH:26]=1. Product: [F:24][C:25]1[CH:30]=[CH:29][C:28]([C:2]2[C:7]([F:8])=[CH:6][CH:5]=[C:4]([C:9]([NH:12][C:13]([N:15]3[CH:21]4[CH2:20][CH2:19][N:18]([CH2:23][CH2:22]4)[CH2:17][CH2:16]3)=[O:14])([CH3:10])[CH3:11])[CH:3]=2)=[CH:27][CH:26]=1. The catalyst class is: 167. (3) Reactant: [F:1][C:2]1[CH:7]=[CH:6][C:5]([CH2:8][C:9]([OH:11])=O)=[CH:4][C:3]=1[C:12]([F:15])([F:14])[F:13].C(Cl)(=O)C(Cl)=O.CN(C)C=O.[C:27]([N:30]1[C:35]2[N:36]=[C:37]([C@H:50]([NH:52][CH2:53][C:54]3[N:55]([CH3:60])[N:56]=[C:57]([CH3:59])[CH:58]=3)[CH3:51])[N:38]([C:41]3[CH:46]=[CH:45][C:44]([O:47][CH2:48][CH3:49])=[CH:43][CH:42]=3)[C:39](=[O:40])[C:34]=2[CH2:33][CH2:32][CH2:31]1)(=[O:29])[CH3:28].C(N(CC)CC)C. Product: [C:27]([N:30]1[C:35]2[N:36]=[C:37]([C@H:50]([N:52]([CH2:53][C:54]3[N:55]([CH3:60])[N:56]=[C:57]([CH3:59])[CH:58]=3)[C:9](=[O:11])[CH2:8][C:5]3[CH:6]=[CH:7][C:2]([F:1])=[C:3]([C:12]([F:15])([F:14])[F:13])[CH:4]=3)[CH3:51])[N:38]([C:41]3[CH:42]=[CH:43][C:44]([O:47][CH2:48][CH3:49])=[CH:45][CH:46]=3)[C:39](=[O:40])[C:34]=2[CH2:33][CH2:32][CH2:31]1)(=[O:29])[CH3:28]. The catalyst class is: 4. (4) Reactant: F[C:2](F)(F)[C:3](O)=O.[CH3:8][O:9][C:10]1[CH:11]=[C:12]([NH:22][C:23]2[N:24]=[C:25](CCC3CCCO3)[C:26]3[CH2:32][N:31](C(OC(C)(C)C)=O)[CH2:30][CH2:29][C:27]=3[N:28]=2)[CH:13]=[CH:14][C:15]=1[N:16]1[CH:20]=[C:19]([CH3:21])[N:18]=[CH:17]1. The catalyst class is: 2. Product: [CH3:8][O:9][C:10]1[CH:11]=[C:12]([NH:22][C:23]2[N:24]=[CH:25][C:26]3[CH2:32][NH:31][CH2:30][CH:29]([C:3]4[CH:2]=[CH:14][CH:15]=[CH:10][CH:11]=4)[C:27]=3[N:28]=2)[CH:13]=[CH:14][C:15]=1[N:16]1[CH:20]=[C:19]([CH3:21])[N:18]=[CH:17]1. (5) Reactant: [Cl:1][C:2]1[CH:7]=[CH:6][CH:5]=[CH:4][C:3]=1[NH:8][C:9]1[NH:10][C:11]2[C:17]3[CH:18]=[C:19]([CH3:21])[O:20][C:16]=3[C:15]([C:22](O)=[O:23])=[CH:14][C:12]=2[N:13]=1.F[B-](F)(F)F.[N:30]1(OC(N(C)C)=[N+](C)C)[C:34]2[CH:35]=[CH:36][CH:37]=[CH:38][C:33]=2N=N1.CN(C=O)C.C1(N)CCCCC1. Product: [Cl:1][C:2]1[CH:7]=[CH:6][CH:5]=[CH:4][C:3]=1[NH:8][C:9]1[NH:10][C:11]2[C:17]3[CH:18]=[C:19]([CH3:21])[O:20][C:16]=3[C:15]([C:22]([NH:30][CH:34]3[CH2:35][CH2:36][CH2:37][CH2:38][CH2:33]3)=[O:23])=[CH:14][C:12]=2[N:13]=1. The catalyst class is: 1. (6) Reactant: [Cl:1][C:2]1[CH:19]=[CH:18][C:5]([CH2:6][S:7][C:8]2[C:9](=[O:17])[N:10]([CH2:14][CH2:15][CH3:16])[CH:11]=[CH:12][N:13]=2)=[CH:4][CH:3]=1.[Na].[OH:21]OS([O-])=O.[K+].[OH2:27]. Product: [Cl:1][C:2]1[CH:19]=[CH:18][C:5]([CH2:6][S:7]([C:8]2[C:9](=[O:17])[N:10]([CH2:14][CH2:15][CH3:16])[CH:11]=[CH:12][N:13]=2)(=[O:21])=[O:27])=[CH:4][CH:3]=1. The catalyst class is: 7. (7) Reactant: [Cl:1][C:2]1[C:7]([Cl:8])=[C:6]([OH:9])[CH:5]=[CH:4][C:3]=1/[CH:10]=[CH:11]\[C:12]([O:14][CH2:15][CH3:16])=[O:13].S(NN)(C1C=CC(C)=CC=1)(=O)=O.CC([O-])=O.[Na+].COCCOC. Product: [Cl:1][C:2]1[C:7]([Cl:8])=[C:6]([OH:9])[CH:5]=[CH:4][C:3]=1[CH2:10][CH2:11][C:12]([O:14][CH2:15][CH3:16])=[O:13]. The catalyst class is: 6.